Dataset: Full USPTO retrosynthesis dataset with 1.9M reactions from patents (1976-2016). Task: Predict the reactants needed to synthesize the given product. (1) Given the product [NH:21]1[C:29]2[C:24](=[CH:25][CH:26]=[CH:27][CH:28]=2)[C:23](/[CH:30]=[CH:1]/[C:3]2[CH:14]=[CH:13][C:6]([O:7][CH2:8][C:9]([O:11][CH3:12])=[O:10])=[C:5]([O:15][CH3:16])[C:4]=2[N+:17]([O-:19])=[O:18])=[N:22]1, predict the reactants needed to synthesize it. The reactants are: [CH:1]([C:3]1[CH:14]=[CH:13][C:6]([O:7][CH2:8][C:9]([O:11][CH3:12])=[O:10])=[C:5]([O:15][CH3:16])[C:4]=1[N+:17]([O-:19])=[O:18])=O.[Br-].[NH:21]1[C:29]2[C:24](=[CH:25][CH:26]=[CH:27][CH:28]=2)[C:23]([CH2:30][P+](C2C=CC=CC=2)(C2C=CC=CC=2)C2C=CC=CC=2)=[N:22]1.C(=O)([O-])[O-].[K+].[K+].O. (2) The reactants are: [N+:1]([O-:4])([O-])=[O:2].[Na+].[S:6]1[C:10]2[C:11]3[CH:17]=[N:16][NH:15][C:12]=3[CH:13]=[CH:14][C:9]=2[N:8]=[C:7]1[NH2:18].S(=O)(=O)(O)O. Given the product [N+:1]([C:14]1[C:9]2[N:8]=[C:7]([NH2:18])[S:6][C:10]=2[C:11]2[CH:17]=[N:16][NH:15][C:12]=2[CH:13]=1)([O-:4])=[O:2], predict the reactants needed to synthesize it. (3) Given the product [OH:7][C:3]1[C:2]([OH:8])=[C:1]([OH:9])[CH:6]=[CH:5][C:4]=1[C:11](=[O:12])[CH3:10], predict the reactants needed to synthesize it. The reactants are: [C:1]1([OH:9])[CH:6]=[CH:5][CH:4]=[C:3]([OH:7])[C:2]=1[OH:8].[CH3:10][C:11](O)=[O:12]. (4) Given the product [NH2:1]/[C:2](=[C:3](\[C:4]([O:6][CH2:7][CH3:8])=[O:5])/[CH:12]=[CH:11]/[C:10]([O:14][CH3:15])=[O:13])/[CH3:9], predict the reactants needed to synthesize it. The reactants are: [NH2:1]/[C:2](/[CH3:9])=[CH:3]\[C:4]([O:6][CH2:7][CH3:8])=[O:5].[C:10]([O:14][CH3:15])(=[O:13])[C:11]#[CH:12]. (5) Given the product [CH2:1]([O:4][C:5]1[CH:6]=[CH:7][C:8]([CH:11]2[CH2:16][CH2:15][N:14]([C:17]([O:19][C:20]([CH3:23])([CH3:22])[CH3:21])=[O:18])[CH2:13][CH:12]2[O:24][CH2:26][C:27]2[CH:36]=[CH:35][C:34]3[C:29](=[CH:30][CH:31]=[CH:32][CH:33]=3)[C:28]=2[O:37][CH2:38][CH2:39][O:40][CH3:41])=[CH:9][CH:10]=1)[CH:2]=[CH2:3], predict the reactants needed to synthesize it. The reactants are: [CH2:1]([O:4][C:5]1[CH:10]=[CH:9][C:8]([CH:11]2[CH2:16][CH2:15][N:14]([C:17]([O:19][C:20]([CH3:23])([CH3:22])[CH3:21])=[O:18])[CH2:13][CH:12]2[OH:24])=[CH:7][CH:6]=1)[CH:2]=[CH2:3].Cl[CH2:26][C:27]1[CH:36]=[CH:35][C:34]2[C:29](=[CH:30][CH:31]=[CH:32][CH:33]=2)[C:28]=1[O:37][CH2:38][CH2:39][O:40][CH3:41]. (6) Given the product [NH:8]1[CH2:13][CH2:12][CH:11]([NH:14][C:15](=[O:35])[CH2:16][CH2:17][CH2:18][N:19]2[CH2:20][CH2:21][N:22]([C:25]3[CH:26]=[CH:27][C:28]([C:31]([F:33])([F:34])[F:32])=[CH:29][CH:30]=3)[CH2:23][CH2:24]2)[CH2:10][CH2:9]1, predict the reactants needed to synthesize it. The reactants are: C(OC([N:8]1[CH2:13][CH2:12][CH:11]([NH:14][C:15](=[O:35])[CH2:16][CH2:17][CH2:18][N:19]2[CH2:24][CH2:23][N:22]([C:25]3[CH:30]=[CH:29][C:28]([C:31]([F:34])([F:33])[F:32])=[CH:27][CH:26]=3)[CH2:21][CH2:20]2)[CH2:10][CH2:9]1)=O)(C)(C)C.C(=O)([O-])[O-].[K+].[K+].